This data is from Reaction yield outcomes from USPTO patents with 853,638 reactions. The task is: Predict the reaction yield, written as a fraction of the theoretical maximum amount of product (1.0 means a 100% yield; for example, 0.34 means a 34% yield). The reactants are [C:1]1([S:7]([C:9]2[CH:14]=[CH:13][CH:12]=[CH:11][CH:10]=2)=O)[CH:6]=[CH:5][CH:4]=[CH:3][CH:2]=1.[CH:15]1[C:28]2[C:27](=[O:29])[C:26]3[C:21](=[CH:22][CH:23]=[CH:24][CH:25]=3)[S:20][C:19]=2[CH:18]=[CH:17][CH:16]=1.[F:30][C:31]([F:44])([F:43])[S:32]([O:35]S(C(F)(F)F)(=O)=O)(=[O:34])=[O:33]. The catalyst is ClCCl. The product is [F:30][C:31]([F:44])([F:43])[S:32]([O-:35])(=[O:34])=[O:33].[C:9]1([S+:7]([C:1]2[CH:2]=[CH:3][CH:4]=[CH:5][CH:6]=2)[C:16]2[CH:17]=[CH:18][C:19]3[S:20][C:21]4[C:26](=[CH:25][CH:24]=[CH:23][CH:22]=4)[C:27](=[O:29])[C:28]=3[CH:15]=2)[CH:10]=[CH:11][CH:12]=[CH:13][CH:14]=1. The yield is 0.340.